This data is from Forward reaction prediction with 1.9M reactions from USPTO patents (1976-2016). The task is: Predict the product of the given reaction. (1) Given the reactants [Br:1][C:2]1[CH:3]=[N:4][CH:5]=[C:6]([CH:9]=1)[CH2:7]Cl.[CH2:10]([O:12][C:13](=[O:16])[CH2:14][NH2:15])[CH3:11].C(N(C(C)C)CC)(C)C.C1C[O:29]CC1, predict the reaction product. The product is: [Br:1][C:2]1[CH:3]=[N:4][CH:5]=[C:6]([CH:9]=1)[C:7]([NH:15][CH2:14][C:13]([O:12][CH2:10][CH3:11])=[O:16])=[O:29]. (2) Given the reactants Br[C:2]1[C:8]([F:9])=[C:7]([F:10])[C:5]([NH2:6])=[C:4]([F:11])[C:3]=1[F:12].[CH2:13]([S:15][C:16]1[CH:17]=[C:18](B(O)O)[CH:19]=[CH:20][CH:21]=1)[CH3:14], predict the reaction product. The product is: [CH2:13]([S:15][C:16]1[CH:21]=[C:20]([C:2]2[C:8]([F:9])=[C:7]([F:10])[C:5]([NH2:6])=[C:4]([F:11])[C:3]=2[F:12])[CH:19]=[CH:18][CH:17]=1)[CH3:14].